This data is from Catalyst prediction with 721,799 reactions and 888 catalyst types from USPTO. The task is: Predict which catalyst facilitates the given reaction. Reactant: N([C:3]1[N:12]=[CH:11][C:10]([S:13]([NH:16][C:17]2[CH:25]=[CH:24][C:20]([C:21]([OH:23])=[O:22])=[CH:19][CH:18]=2)(=[O:15])=[O:14])=[C:9]2[C:4]=1[CH:5]=[CH:6][CH:7]=[N:8]2)N. Product: [N:8]1[C:9]2[C:4](=[CH:3][N:12]=[CH:11][C:10]=2[S:13]([NH:16][C:17]2[CH:25]=[CH:24][C:20]([C:21]([OH:23])=[O:22])=[CH:19][CH:18]=2)(=[O:15])=[O:14])[CH:5]=[CH:6][CH:7]=1. The catalyst class is: 6.